The task is: Predict the product of the given reaction.. This data is from Forward reaction prediction with 1.9M reactions from USPTO patents (1976-2016). (1) Given the reactants [N:1]1[CH:6]=[CH:5][CH:4]=[C:3]([C:7]2[N:11]3[CH:12]=[CH:13][CH:14]=[CH:15][C:10]3=[N:9][C:8]=2[CH2:16][OH:17])[CH:2]=1.N1C=CC(C2N3C=CC=CC3=NC=2C=O)=CC=1, predict the reaction product. The product is: [N:1]1[CH:6]=[CH:5][CH:4]=[C:3]([C:7]2[N:11]3[CH:12]=[CH:13][CH:14]=[CH:15][C:10]3=[N:9][C:8]=2[CH:16]=[O:17])[CH:2]=1. (2) Given the reactants [F:1][C:2]1[CH:18]=[CH:17][CH:16]=[CH:15][C:3]=1[CH2:4][N:5]1[C:9]2=[N:10][CH:11]=[CH:12][CH:13]=[C:8]2[C:7](I)=[N:6]1.CCCC[Sn](CCCC)CCCC.CCCC[Sn](CCCC)CCCC.Cl[C:46]1[N:51]=[C:50]([NH2:52])[C:49]([N+:53]([O-:55])=[O:54])=[C:48]([CH3:56])[N:47]=1, predict the reaction product. The product is: [F:1][C:2]1[CH:18]=[CH:17][CH:16]=[CH:15][C:3]=1[CH2:4][N:5]1[C:9]2=[N:10][CH:11]=[CH:12][CH:13]=[C:8]2[C:7]([C:46]2[N:51]=[C:50]([NH2:52])[C:49]([N+:53]([O-:55])=[O:54])=[C:48]([CH3:56])[N:47]=2)=[N:6]1. (3) The product is: [ClH:29].[CH2:1]([O:8][C:9]1[CH:14]=[CH:13][N:12]([C:15]2[CH:20]=[CH:19][C:18]3[C:21]4[CH2:26][CH2:25][NH:24][CH2:23][C:22]=4[O:27][C:17]=3[CH:16]=2)[C:11](=[O:28])[CH:10]=1)[C:2]1[CH:3]=[CH:4][CH:5]=[CH:6][CH:7]=1. Given the reactants [CH2:1]([O:8][C:9]1[CH:14]=[CH:13][N:12]([C:15]2[CH:20]=[CH:19][C:18]3[C:21]4[CH2:26][CH2:25][NH:24][CH2:23][C:22]=4[O:27][C:17]=3[CH:16]=2)[C:11](=[O:28])[CH:10]=1)[C:2]1[CH:7]=[CH:6][CH:5]=[CH:4][CH:3]=1.[ClH:29].CCOCC, predict the reaction product. (4) Given the reactants N1C=CC=CC=1[C:7]1[C@@H:11]2[CH2:12][N:13]([C:15]3[C:24]([O:25][CH3:26])=[C:23]4[C:18]([C:19](=[O:33])[C:20]([C:30]([OH:32])=[O:31])=[CH:21][N:22]4[CH:27]4[CH2:29][CH2:28]4)=[CH:17][C:16]=3[F:34])[CH2:14][C@@H:10]2[O:9][N:8]=1.ON=C(Cl)[C:38]1[CH:39]=[N:40][CH:41]=[CH:42][CH:43]=1, predict the reaction product. The product is: [N:40]1[CH:41]=[CH:42][CH:43]=[C:38]([C:7]2[C@@H:11]3[CH2:12][N:13]([C:15]4[C:24]([O:25][CH3:26])=[C:23]5[C:18]([C:19](=[O:33])[C:20]([C:30]([OH:32])=[O:31])=[CH:21][N:22]5[CH:27]5[CH2:29][CH2:28]5)=[CH:17][C:16]=4[F:34])[CH2:14][C@@H:10]3[O:9][N:8]=2)[CH:39]=1. (5) Given the reactants [CH3:1][O:2][CH2:3][O:4][CH2:5][C:6]1[N:11]2[CH:12]=[CH:13][N:14]=[C:10]2[C:9]([CH:15]=O)=[CH:8][CH:7]=1.Cl.[F:18][C:19]1[CH:24]=[CH:23][C:22]([O:25][C@H:26]2[CH2:29][C@H:28]([NH2:30])[CH2:27]2)=[CH:21][C:20]=1[C:31]([F:34])([F:33])[F:32].CCN(C(C)C)C(C)C.C(O[BH-](OC(=O)C)OC(=O)C)(=O)C.[Na+], predict the reaction product. The product is: [F:18][C:19]1[CH:24]=[CH:23][C:22]([O:25][C@H:26]2[CH2:29][C@H:28]([NH:30][CH2:15][C:9]3[C:10]4[N:11]([CH:12]=[CH:13][N:14]=4)[C:6]([CH2:5][O:4][CH2:3][O:2][CH3:1])=[CH:7][CH:8]=3)[CH2:27]2)=[CH:21][C:20]=1[C:31]([F:32])([F:33])[F:34]. (6) Given the reactants [CH:1]1([C:4]2[N:8]([C:9]([O:11][C:12]([CH3:15])([CH3:14])[CH3:13])=[O:10])[C:7]3[CH:16]=[C:17]([C:22]4[C:23]([CH3:28])=[N:24][O:25][C:26]=4[CH3:27])[CH:18]=[C:19]([CH:20]=[O:21])[C:6]=3[N:5]=2)[CH2:3][CH2:2]1.[CH2:29](B(CC)CC)[CH3:30].[C:36]([O:40]O)([CH3:39])([CH3:38])[CH3:37], predict the reaction product. The product is: [CH:1]1([C:4]2[N:8]([C:9]([O:11][C:12]([CH3:15])([CH3:14])[CH3:13])=[O:10])[C:7]3[CH:16]=[C:17]([C:22]4[C:23]([CH3:28])=[N:24][O:25][C:26]=4[CH3:27])[CH:18]=[C:19]([CH:20]([CH:29]4[CH2:30][CH2:37][C:36]([CH3:39])([CH3:38])[O:40]4)[OH:21])[C:6]=3[N:5]=2)[CH2:2][CH2:3]1.